Dataset: Forward reaction prediction with 1.9M reactions from USPTO patents (1976-2016). Task: Predict the product of the given reaction. (1) Given the reactants [Cl:1][C:2]1[C:3](=[O:22])[N:4]([CH2:10][CH2:11][C:12]2[CH:21]=[CH:20][C:15]([C:16]([O:18][CH3:19])=[O:17])=[CH:14][CH:13]=2)[C:5]([CH3:9])=[C:6]([Cl:8])[CH:7]=1.C1C(=O)N([Br:30])C(=O)C1.CC(N=NC(C#N)(C)C)(C#N)C.C(=O)([O-])O.[Na+], predict the reaction product. The product is: [Br:30][CH2:9][C:5]1[N:4]([CH2:10][CH2:11][C:12]2[CH:21]=[CH:20][C:15]([C:16]([O:18][CH3:19])=[O:17])=[CH:14][CH:13]=2)[C:3](=[O:22])[C:2]([Cl:1])=[CH:7][C:6]=1[Cl:8]. (2) Given the reactants Br[CH2:2][C:3]1[N:4]=[C:5]([C:12]2[CH:17]=[CH:16][CH:15]=[C:14]([O:18][CH:19]([F:21])[F:20])[CH:13]=2)[C:6]([O:9][CH2:10][CH3:11])=[N:7][CH:8]=1.CC1(C)C(C)(C)OB([C:30]2[CH:31]=[N:32][C:33]([C:36]#[N:37])=[N:34][CH:35]=2)O1.CCO.C([O-])(O)=O.[Na+], predict the reaction product. The product is: [F:20][CH:19]([F:21])[O:18][C:14]1[CH:13]=[C:12]([C:5]2[N:4]=[C:3]([CH2:2][C:30]3[CH:31]=[N:32][C:33]([C:36]#[N:37])=[N:34][CH:35]=3)[CH:8]=[N:7][C:6]=2[O:9][CH2:10][CH3:11])[CH:17]=[CH:16][CH:15]=1. (3) Given the reactants BrC1N=C([Si](C)(C)C)SC=1.C([Li])CCC.C([Sn](Cl)(CCCC)CCCC)CCC.C[Si](C)(C)[C:32]1[S:33][CH:34]=[C:35]([Sn:37]([CH2:46][CH2:47][CH2:48][CH3:49])([CH2:42][CH2:43][CH2:44][CH3:45])[CH2:38][CH2:39][CH2:40][CH3:41])[N:36]=1, predict the reaction product. The product is: [CH2:46]([Sn:37]([CH2:38][CH2:39][CH2:40][CH3:41])([CH2:42][CH2:43][CH2:44][CH3:45])[C:35]1[N:36]=[CH:32][S:33][CH:34]=1)[CH2:47][CH2:48][CH3:49]. (4) Given the reactants [Cl:1][C:2]1[N:11]=[C:10](Cl)[C:9]2[C:4](=[CH:5][C:6]([Cl:14])=[C:7]([F:13])[CH:8]=2)[N:3]=1.[OH-].[Na+].C(O)(=[O:19])C, predict the reaction product. The product is: [Cl:1][C:2]1[N:11]=[C:10]([OH:19])[C:9]2[C:4](=[CH:5][C:6]([Cl:14])=[C:7]([F:13])[CH:8]=2)[N:3]=1. (5) Given the reactants [F:1][C:2]([F:25])([F:24])[C:3]1[CH:12]=[C:11]2[C:6]([CH:7]=[CH:8][N:9]=[C:10]2[NH:13][C:14](=[O:23])[O:15][CH2:16][C:17]2[CH:22]=[CH:21][CH:20]=[CH:19][CH:18]=2)=[CH:5][CH:4]=1.[H-].[Na+].Br[CH2:29][C:30]([O:32][CH3:33])=[O:31], predict the reaction product. The product is: [CH2:16]([O:15][C:14]([N:13]([C:10]1[C:11]2[C:6](=[CH:5][CH:4]=[C:3]([C:2]([F:24])([F:1])[F:25])[CH:12]=2)[CH:7]=[CH:8][N:9]=1)[CH2:29][C:30]([O:32][CH3:33])=[O:31])=[O:23])[C:17]1[CH:22]=[CH:21][CH:20]=[CH:19][CH:18]=1.